From a dataset of Peptide-MHC class I binding affinity with 185,985 pairs from IEDB/IMGT. Regression. Given a peptide amino acid sequence and an MHC pseudo amino acid sequence, predict their binding affinity value. This is MHC class I binding data. (1) The peptide sequence is EVIRATYPS. The MHC is HLA-A01:01 with pseudo-sequence HLA-A01:01. The binding affinity (normalized) is 0.213. (2) The peptide sequence is ATSTGNYNY. The MHC is HLA-A68:01 with pseudo-sequence HLA-A68:01. The binding affinity (normalized) is 0.107. (3) The peptide sequence is FTEEQQQSFM. The MHC is HLA-A02:03 with pseudo-sequence HLA-A02:03. The binding affinity (normalized) is 0.310. (4) The peptide sequence is ASNKPISNR. The MHC is HLA-A33:01 with pseudo-sequence HLA-A33:01. The binding affinity (normalized) is 0.740. (5) The peptide sequence is LANPTADDF. The MHC is HLA-A23:01 with pseudo-sequence HLA-A23:01. The binding affinity (normalized) is 0.0847. (6) The peptide sequence is RTTLWCDVR. The MHC is HLA-B57:01 with pseudo-sequence HLA-B57:01. The binding affinity (normalized) is 0.0847. (7) The peptide sequence is KACDLAMCY. The MHC is HLA-B27:03 with pseudo-sequence HLA-B27:03. The binding affinity (normalized) is 0.0847. (8) The peptide sequence is ISLNSMYTR. The MHC is HLA-A31:01 with pseudo-sequence HLA-A31:01. The binding affinity (normalized) is 0.859. (9) The peptide sequence is MLHCYESYM. The MHC is HLA-B15:01 with pseudo-sequence HLA-B15:01. The binding affinity (normalized) is 0.577. (10) The binding affinity (normalized) is 0.213. The MHC is HLA-B27:05 with pseudo-sequence HLA-B27:05. The peptide sequence is RAKFKQLL.